Dataset: Forward reaction prediction with 1.9M reactions from USPTO patents (1976-2016). Task: Predict the product of the given reaction. (1) Given the reactants [NH:1]1[CH2:7][CH2:6][CH2:5][CH2:4][C:3]2[CH:8]=[CH:9][CH:10]=[CH:11][C:2]1=2.C(N(CC)CC)C.[F:19][C:20]1[C:25]([N:26]2[C:34](=[O:35])[C:33]3[C:28](=[CH:29][CH:30]=[CH:31][CH:32]=3)[C:27]2=[O:36])=[CH:24][C:23]([S:37](Cl)(=[O:39])=[O:38])=[C:22]([O:41][CH3:42])[CH:21]=1.O, predict the reaction product. The product is: [F:19][C:20]1[C:25]([N:26]2[C:34](=[O:35])[C:33]3[C:28](=[CH:29][CH:30]=[CH:31][CH:32]=3)[C:27]2=[O:36])=[CH:24][C:23]([S:37]([N:1]2[C:2]3[CH:11]=[CH:10][CH:9]=[CH:8][C:3]=3[CH2:4][CH2:5][CH2:6][CH2:7]2)(=[O:38])=[O:39])=[C:22]([O:41][CH3:42])[CH:21]=1. (2) Given the reactants [BrH:1].[NH2:2][C:3]1[S:4][C:5]([C:9](=O)[CH2:10][Br:11])=[C:6]([CH3:8])[N:7]=1.[NH2:13][C:14](=[NH:19])[NH:15][C:16]([NH2:18])=[S:17], predict the reaction product. The product is: [BrH:11].[BrH:1].[NH2:2][C:3]1[S:4][C:5]([C:9]2[N:18]=[C:16]([NH:15][C:14]([NH2:19])=[NH:13])[S:17][CH:10]=2)=[C:6]([CH3:8])[N:7]=1. (3) Given the reactants [OH:1][CH2:2][C:3]1[C:4]([C:9]([O:11][CH:12]([CH3:14])[CH3:13])=[O:10])=[N:5][CH:6]=[CH:7][CH:8]=1.CC(OI1(OC(C)=O)(OC(C)=O)OC(=O)C2C=CC=CC1=2)=O.S([O-])([O-])(=O)=S.[Na+].[Na+].C(=O)(O)[O-].[Na+], predict the reaction product. The product is: [CH:2]([C:3]1[C:4]([C:9]([O:11][CH:12]([CH3:14])[CH3:13])=[O:10])=[N:5][CH:6]=[CH:7][CH:8]=1)=[O:1]. (4) Given the reactants [Cl:1][C:2]1[CH:3]=[C:4]([CH2:14][N:15]2C(=O)C3C(=CC=CC=3)C2=O)[CH:5]=[N:6][C:7]=1[O:8][CH2:9][C:10]([F:13])([F:12])[CH3:11].CCCCCCCCCCCCN, predict the reaction product. The product is: [Cl:1][C:2]1[CH:3]=[C:4]([CH2:14][NH2:15])[CH:5]=[N:6][C:7]=1[O:8][CH2:9][C:10]([F:12])([F:13])[CH3:11]. (5) Given the reactants [N+:1]([C:4]1[CH:23]=[CH:22][C:7]([CH2:8][C@H:9]2[CH2:13][CH2:12][C:11](=[O:14])[N:10]2[C:15]([O:17][C:18]([CH3:21])([CH3:20])[CH3:19])=[O:16])=[CH:6][CH:5]=1)([O-:3])=[O:2].[Li+].C[Si]([N-][Si](C)(C)C)(C)C.I[CH2:35][CH:36]=[CH2:37], predict the reaction product. The product is: [CH2:37]([C@H:12]1[CH2:13][C@H:9]([CH2:8][C:7]2[CH:6]=[CH:5][C:4]([N+:1]([O-:3])=[O:2])=[CH:23][CH:22]=2)[N:10]([C:15]([O:17][C:18]([CH3:20])([CH3:19])[CH3:21])=[O:16])[C:11]1=[O:14])[CH:36]=[CH2:35].